This data is from Forward reaction prediction with 1.9M reactions from USPTO patents (1976-2016). The task is: Predict the product of the given reaction. Given the reactants C(OC([NH:8][C@H:9]([C:11]([NH:13][CH:14]([CH:19]1[CH2:21][CH2:20]1)[C:15]([O:17][CH3:18])=[O:16])=[O:12])[CH3:10])=O)(C)(C)C.[ClH:22], predict the reaction product. The product is: [ClH:22].[CH3:18][O:17][C:15](=[O:16])[CH:14]([NH:13][C:11](=[O:12])[C@H:9]([CH3:10])[NH2:8])[CH:19]1[CH2:20][CH2:21]1.